This data is from Catalyst prediction with 721,799 reactions and 888 catalyst types from USPTO. The task is: Predict which catalyst facilitates the given reaction. (1) Reactant: [F:1][C:2]1[CH:7]=[CH:6][C:5]([O:8][C:9](=[O:33])[N:10]([C@@H:12]2[C@@H:16]([C:17]3[CH:22]=[CH:21][C:20]([Cl:23])=[C:19]([Cl:24])[CH:18]=3)[CH2:15][N:14]([C:25]([CH:27]3[CH2:32][CH2:31][NH:30][CH2:29][CH2:28]3)=[O:26])[CH2:13]2)[CH3:11])=[CH:4][CH:3]=1.Br[C:35]1[S:36][CH:37]=[N:38][N:39]=1.C(N(CC)C(C)C)(C)C. Product: [F:1][C:2]1[CH:7]=[CH:6][C:5]([O:8][C:9](=[O:33])[N:10]([C@@H:12]2[C@@H:16]([C:17]3[CH:22]=[CH:21][C:20]([Cl:23])=[C:19]([Cl:24])[CH:18]=3)[CH2:15][N:14]([C:25]([CH:27]3[CH2:32][CH2:31][N:30]([C:35]4[S:36][CH:37]=[N:38][N:39]=4)[CH2:29][CH2:28]3)=[O:26])[CH2:13]2)[CH3:11])=[CH:4][CH:3]=1. The catalyst class is: 435. (2) Reactant: Br[C:2]1[CH:7]=[CH:6][C:5]([C:8]2([O:11][CH:12]([CH3:14])[CH3:13])[CH2:10][CH2:9]2)=[C:4]([CH2:15][CH3:16])[CH:3]=1.[CH3:17][Si:18]([C:21]#[CH:22])([CH3:20])[CH3:19]. Product: [CH:12]([O:11][C:8]1([C:5]2[CH:6]=[CH:7][C:2]([C:22]#[C:21][Si:18]([CH3:20])([CH3:19])[CH3:17])=[CH:3][C:4]=2[CH2:15][CH3:16])[CH2:10][CH2:9]1)([CH3:14])[CH3:13]. The catalyst class is: 337. (3) The catalyst class is: 1. Product: [CH3:2][O:3][C:4]1[CH:5]=[C:6]([C:10]([CH3:14])([CH3:13])[CH2:11][NH2:12])[CH:7]=[CH:8][CH:9]=1. Reactant: B.[CH3:2][O:3][C:4]1[CH:5]=[C:6]([C:10]([CH3:14])([CH3:13])[C:11]#[N:12])[CH:7]=[CH:8][CH:9]=1.CO.